From a dataset of NCI-60 drug combinations with 297,098 pairs across 59 cell lines. Regression. Given two drug SMILES strings and cell line genomic features, predict the synergy score measuring deviation from expected non-interaction effect. (1) Drug 1: CC12CCC3C(C1CCC2O)C(CC4=C3C=CC(=C4)O)CCCCCCCCCS(=O)CCCC(C(F)(F)F)(F)F. Drug 2: C(CN)CNCCSP(=O)(O)O. Cell line: OVCAR-4. Synergy scores: CSS=-2.37, Synergy_ZIP=1.45, Synergy_Bliss=1.91, Synergy_Loewe=-1.89, Synergy_HSA=-1.56. (2) Drug 1: C1=C(C(=O)NC(=O)N1)F. Drug 2: CC1CCC2CC(C(=CC=CC=CC(CC(C(=O)C(C(C(=CC(C(=O)CC(OC(=O)C3CCCCN3C(=O)C(=O)C1(O2)O)C(C)CC4CCC(C(C4)OC)O)C)C)O)OC)C)C)C)OC. Cell line: HOP-92. Synergy scores: CSS=23.1, Synergy_ZIP=-9.24, Synergy_Bliss=-9.11, Synergy_Loewe=0.760, Synergy_HSA=1.41. (3) Drug 1: CCN(CC)CCCC(C)NC1=C2C=C(C=CC2=NC3=C1C=CC(=C3)Cl)OC. Drug 2: C1CCC(C(C1)N)N.C(=O)(C(=O)[O-])[O-].[Pt+4]. Cell line: SN12C. Synergy scores: CSS=25.1, Synergy_ZIP=-1.75, Synergy_Bliss=0.987, Synergy_Loewe=-8.17, Synergy_HSA=-1.97. (4) Drug 1: CC1=C2C(C(=O)C3(C(CC4C(C3C(C(C2(C)C)(CC1OC(=O)C(C(C5=CC=CC=C5)NC(=O)OC(C)(C)C)O)O)OC(=O)C6=CC=CC=C6)(CO4)OC(=O)C)OC)C)OC. Drug 2: C1=C(C(=O)NC(=O)N1)F. Cell line: OVCAR-8. Synergy scores: CSS=73.8, Synergy_ZIP=3.26, Synergy_Bliss=2.34, Synergy_Loewe=3.96, Synergy_HSA=7.86. (5) Drug 2: CS(=O)(=O)CCNCC1=CC=C(O1)C2=CC3=C(C=C2)N=CN=C3NC4=CC(=C(C=C4)OCC5=CC(=CC=C5)F)Cl. Synergy scores: CSS=7.16, Synergy_ZIP=-4.80, Synergy_Bliss=0.281, Synergy_Loewe=-5.84, Synergy_HSA=-0.726. Drug 1: C1=CC(=CC=C1CC(C(=O)O)N)N(CCCl)CCCl.Cl. Cell line: HCT116. (6) Drug 1: CC(CN1CC(=O)NC(=O)C1)N2CC(=O)NC(=O)C2. Drug 2: C1CNP(=O)(OC1)N(CCCl)CCCl. Cell line: NCI-H522. Synergy scores: CSS=17.5, Synergy_ZIP=-4.28, Synergy_Bliss=0.522, Synergy_Loewe=-7.16, Synergy_HSA=0.170. (7) Drug 1: CC1CCC2CC(C(=CC=CC=CC(CC(C(=O)C(C(C(=CC(C(=O)CC(OC(=O)C3CCCCN3C(=O)C(=O)C1(O2)O)C(C)CC4CCC(C(C4)OC)O)C)C)O)OC)C)C)C)OC. Drug 2: CC(C)NC(=O)C1=CC=C(C=C1)CNNC.Cl. Cell line: SNB-75. Synergy scores: CSS=2.20, Synergy_ZIP=-4.47, Synergy_Bliss=0.857, Synergy_Loewe=-10.1, Synergy_HSA=0.650. (8) Drug 1: CC=C1C(=O)NC(C(=O)OC2CC(=O)NC(C(=O)NC(CSSCCC=C2)C(=O)N1)C(C)C)C(C)C. Drug 2: C1=CC=C(C=C1)NC(=O)CCCCCCC(=O)NO. Cell line: OVCAR3. Synergy scores: CSS=44.5, Synergy_ZIP=0.320, Synergy_Bliss=4.65, Synergy_Loewe=-42.3, Synergy_HSA=1.43. (9) Drug 1: CCC1=CC2CC(C3=C(CN(C2)C1)C4=CC=CC=C4N3)(C5=C(C=C6C(=C5)C78CCN9C7C(C=CC9)(C(C(C8N6C)(C(=O)OC)O)OC(=O)C)CC)OC)C(=O)OC.C(C(C(=O)O)O)(C(=O)O)O. Drug 2: CC1=CC2C(CCC3(C2CCC3(C(=O)C)OC(=O)C)C)C4(C1=CC(=O)CC4)C. Cell line: NCI-H460. Synergy scores: CSS=58.2, Synergy_ZIP=2.23, Synergy_Bliss=4.81, Synergy_Loewe=-31.7, Synergy_HSA=4.82.